From a dataset of Full USPTO retrosynthesis dataset with 1.9M reactions from patents (1976-2016). Predict the reactants needed to synthesize the given product. (1) Given the product [CH:8]12[CH2:13][CH:12]1[CH2:11][NH+:10]([CH2:2][B-:3]([F:6])([F:5])[F:4])[CH2:9]2, predict the reactants needed to synthesize it. The reactants are: Br[CH2:2][B-:3]([F:6])([F:5])[F:4].[K+].[CH:8]12[CH2:13][CH:12]1[CH2:11][NH:10][CH2:9]2. (2) Given the product [CH2:18]1[C@@H:22]([CH2:23][CH2:24][CH2:25][CH2:26][C:27]([OH:29])=[O:28])[S:21][S:20][CH2:19]1.[C:11]([OH:12])(=[O:35])[CH:9]([CH2:7][C:13]([OH:15])=[O:16])[OH:10], predict the reactants needed to synthesize it. The reactants are: O=[CH:7][C@@H:9]([C@H:11]([C@@H:7]([C@@H:9]([CH2:11][OH:12])[OH:10])O)[OH:12])[OH:10].[C:13](=[O:16])([O-:15])[O-].[Ca+2].[CH2:18]1[C@@H:22]([CH2:23][CH2:24][CH2:25][CH2:26][C:27]([OH:29])=[O:28])[S:21][S:20][CH2:19]1.N[C@H](C(O)=O)CCC(O)=[O:35].OP([O-])(O)=O.[K+].[O-]S([O-])(=O)=O.[Mg+2].Cl.S1C=CC=CC1. (3) Given the product [NH:15]1[C:19]2[CH:20]=[CH:21][CH:22]=[CH:23][C:18]=2[N:17]=[C:16]1[C:24]([C:26]1[CH:31]=[CH:30][C:29]([O:32][C:2]2[C:7]([CH:8]3[CH2:14][CH2:13][CH2:12][O:11][CH2:10][CH2:9]3)=[N:6][CH:5]=[CH:4][N:3]=2)=[CH:28][CH:27]=1)=[O:25], predict the reactants needed to synthesize it. The reactants are: F[C:2]1[C:7]([CH:8]2[CH2:14][CH2:13][CH2:12][O:11][CH2:10][CH2:9]2)=[N:6][CH:5]=[CH:4][N:3]=1.[NH:15]1[C:19]2[CH:20]=[CH:21][CH:22]=[CH:23][C:18]=2[N:17]=[C:16]1[C:24]([C:26]1[CH:31]=[CH:30][C:29]([OH:32])=[CH:28][CH:27]=1)=[O:25].C(=O)([O-])[O-].[Cs+].[Cs+]. (4) The reactants are: [NH:1]1[CH2:4][CH:3]([C:5]([NH:7][C:8]2[CH:13]=[CH:12][C:11]([CH:14]3[CH2:19][CH2:18][N:17]([C:20]([O:22][C:23]([CH3:26])([CH3:25])[CH3:24])=[O:21])[CH2:16][CH2:15]3)=[CH:10][CH:9]=2)=[O:6])[CH2:2]1.[F:27][C:28]1[N:29]=[N:30][C:31](F)=[CH:32][CH:33]=1.ClC1N=NC(Cl)=CC=1. Given the product [F:27][C:28]1[N:29]=[N:30][C:31]([N:1]2[CH2:4][CH:3]([C:5]([NH:7][C:8]3[CH:13]=[CH:12][C:11]([CH:14]4[CH2:15][CH2:16][N:17]([C:20]([O:22][C:23]([CH3:26])([CH3:25])[CH3:24])=[O:21])[CH2:18][CH2:19]4)=[CH:10][CH:9]=3)=[O:6])[CH2:2]2)=[CH:32][CH:33]=1, predict the reactants needed to synthesize it. (5) Given the product [F:1][C:2]([F:12])([F:11])[C:3]1[CH:4]=[C:5]2[C:6]([C:14]([CH3:13])([CH2:15][CH2:16][CH2:17][CH2:18][S:19]([OH:22])(=[O:20])=[O:21])[C:23]([CH3:24])=[N:9]2)=[CH:7][CH:8]=1, predict the reactants needed to synthesize it. The reactants are: [F:1][C:2]([F:12])([F:11])[C:3]1[CH:4]=[C:5]([NH:9]N)[CH:6]=[CH:7][CH:8]=1.[CH3:13][CH:14]([C:23](=O)[CH3:24])[CH2:15][CH2:16][CH2:17][CH2:18][S:19]([OH:22])(=[O:21])=[O:20]. (6) Given the product [Br:1][CH2:2][C:17]([C:6]1[CH:5]=[CH:11][C:12]2[C:13]3[CH:14]=[CH:15][C:10]([C:50](=[O:45])[CH2:49][Br:44])=[CH:9][C:23]=3[CH2:24][O:25][CH2:26][C:27]=2[CH:7]=1)=[O:36], predict the reactants needed to synthesize it. The reactants are: [Br:1][C:2]1C=C[C:5]2[C:11]3[CH:12]=[CH:13][C:14](Br)=[CH:15][C:10]=3[CH2:9]O[CH2:7][C:6]=2[CH:17]=1.C([Sn](CCCC)(CCCC)[CH:23]=[CH:24][O:25][CH2:26][CH3:27])CCC.[OH2:36].C1C(=O)N([Br:44])C(=O)C1.[O:45]1[CH2:50][CH2:49]OCC1. (7) Given the product [CH3:35][O:34][CH2:33][CH:32]([N:10]1[C:6]2[CH:5]=[CH:4][NH:3][C:2](=[O:1])[C:7]=2[C:8]([C:11]2[CH:12]=[C:13]([C:16]([NH2:18])=[O:17])[S:14][CH:15]=2)=[N:9]1)[CH2:36][CH3:37], predict the reactants needed to synthesize it. The reactants are: [O:1]=[C:2]1[C:7]2[C:8]([C:11]3[CH:12]=[C:13]([C:16]([NH2:18])=[O:17])[S:14][CH:15]=3)=[N:9][NH:10][C:6]=2[CH:5]=[CH:4][NH:3]1.[H-].[Na+].CC1C=CC(S(O[CH:32]([CH2:36][CH3:37])[CH2:33][O:34][CH3:35])(=O)=O)=CC=1. (8) Given the product [CH2:28]([N:26]([CH3:27])[C:24]1[C:23]([C:32]([F:33])([F:34])[F:35])=[CH:22][C:17]2[NH:18][C:19](=[O:21])[CH2:20][C:14]([C:10]3[CH:11]=[CH:12][CH:13]=[C:8]([N:7]4[C:3]([CH2:2][N:41]5[CH2:45][CH2:44][CH2:43][CH2:42]5)=[CH:4][N:5]=[N:6]4)[CH:9]=3)=[N:15][C:16]=2[CH:25]=1)[CH:29]([CH3:30])[CH3:31], predict the reactants needed to synthesize it. The reactants are: O[CH2:2][C:3]1[N:7]([C:8]2[CH:9]=[C:10]([C:14]3[CH2:20][C:19](=[O:21])[NH:18][C:17]4[CH:22]=[C:23]([C:32]([F:35])([F:34])[F:33])[C:24]([N:26]([CH2:28][CH:29]([CH3:31])[CH3:30])[CH3:27])=[CH:25][C:16]=4[N:15]=3)[CH:11]=[CH:12][CH:13]=2)[N:6]=[N:5][CH:4]=1.S(Cl)(Cl)=O.[Cl-].[NH:41]1[CH2:45][CH2:44][CH2:43][CH2:42]1. (9) Given the product [O:38]1[C:42]2[CH:43]=[CH:44][C:45]([C:47]3([CH3:54])[NH:51][C:50](=[O:52])[N:49]([CH2:7][CH2:8][CH2:9][CH2:10][O:11][C:12]4[C:13]([CH2:29][CH2:30][CH3:31])=[C:14]5[C:18](=[CH:19][CH:20]=4)[C:17]([C:25]([F:28])([F:27])[F:26])([C:21]([F:24])([F:23])[F:22])[O:16][CH2:15]5)[C:48]3=[O:53])=[CH:46][C:41]=2[O:40][CH2:39]1, predict the reactants needed to synthesize it. The reactants are: CN(C)C=O.Br[CH2:7][CH2:8][CH2:9][CH2:10][O:11][C:12]1[C:13]([CH2:29][CH2:30][CH3:31])=[C:14]2[C:18](=[CH:19][CH:20]=1)[C:17]([C:25]([F:28])([F:27])[F:26])([C:21]([F:24])([F:23])[F:22])[O:16][CH2:15]2.C(=O)([O-])[O-].[K+].[K+].[O:38]1[C:42]2[CH:43]=[CH:44][C:45]([C:47]3([CH3:54])[NH:51][C:50](=[O:52])[NH:49][C:48]3=[O:53])=[CH:46][C:41]=2[O:40][CH2:39]1. (10) Given the product [OH:1][CH2:2][CH2:3][CH:4]1[CH2:9][CH2:8][C:7](=[O:10])[CH2:6][CH2:5]1, predict the reactants needed to synthesize it. The reactants are: [OH:1][CH2:2][CH2:3][CH:4]1[CH2:9][CH2:8][CH:7]([OH:10])[CH2:6][CH2:5]1.Cl[O-].[Na+].C(O)(C)C.O.